Dataset: Forward reaction prediction with 1.9M reactions from USPTO patents (1976-2016). Task: Predict the product of the given reaction. Given the reactants [C:1]([N:4]1[C:12]2[C:7](=[CH:8][C:9]([C:13](=[O:15])[CH3:14])=[CH:10][CH:11]=2)[CH2:6][C:5]1=[O:16])(=[O:3])[CH3:2].[N+:17]([C:20]1[CH:21]=[C:22]([CH:26]=[CH:27][CH:28]=1)[C:23](O)=[O:24])([O-:19])=[O:18], predict the reaction product. The product is: [C:1]([N:4]1[C:12]2[C:7](=[CH:8][C:9]([C:13](=[O:15])[CH3:14])=[CH:10][CH:11]=2)[C:6](=[C:23]([C:22]2[CH:26]=[CH:27][CH:28]=[C:20]([N+:17]([O-:19])=[O:18])[CH:21]=2)[OH:24])[C:5]1=[O:16])(=[O:3])[CH3:2].